From a dataset of NCI-60 drug combinations with 297,098 pairs across 59 cell lines. Regression. Given two drug SMILES strings and cell line genomic features, predict the synergy score measuring deviation from expected non-interaction effect. (1) Drug 1: CN(CCCl)CCCl.Cl. Drug 2: CC(C)NC(=O)C1=CC=C(C=C1)CNNC.Cl. Synergy scores: CSS=3.01, Synergy_ZIP=-1.87, Synergy_Bliss=-0.941, Synergy_Loewe=-4.17, Synergy_HSA=-1.91. Cell line: RXF 393. (2) Drug 1: CC1OCC2C(O1)C(C(C(O2)OC3C4COC(=O)C4C(C5=CC6=C(C=C35)OCO6)C7=CC(=C(C(=C7)OC)O)OC)O)O. Drug 2: C1C(C(OC1N2C=NC(=NC2=O)N)CO)O. Cell line: K-562. Synergy scores: CSS=61.0, Synergy_ZIP=0.399, Synergy_Bliss=0.338, Synergy_Loewe=10.7, Synergy_HSA=11.6. (3) Drug 1: C1=NC2=C(N1)C(=S)N=C(N2)N. Drug 2: CC1=C(C=C(C=C1)NC(=O)C2=CC=C(C=C2)CN3CCN(CC3)C)NC4=NC=CC(=N4)C5=CN=CC=C5. Cell line: OVCAR-5. Synergy scores: CSS=42.1, Synergy_ZIP=0.451, Synergy_Bliss=1.34, Synergy_Loewe=-11.2, Synergy_HSA=0.870. (4) Drug 1: CC(C1=C(C=CC(=C1Cl)F)Cl)OC2=C(N=CC(=C2)C3=CN(N=C3)C4CCNCC4)N. Drug 2: C1=NC(=NC(=O)N1C2C(C(C(O2)CO)O)O)N. Synergy scores: CSS=5.89, Synergy_ZIP=-2.83, Synergy_Bliss=-2.71, Synergy_Loewe=-2.64, Synergy_HSA=-2.61. Cell line: UO-31. (5) Drug 1: CN1CCC(CC1)COC2=C(C=C3C(=C2)N=CN=C3NC4=C(C=C(C=C4)Br)F)OC. Drug 2: CCC1=C2CN3C(=CC4=C(C3=O)COC(=O)C4(CC)O)C2=NC5=C1C=C(C=C5)O. Cell line: OVCAR-8. Synergy scores: CSS=39.0, Synergy_ZIP=5.92, Synergy_Bliss=7.04, Synergy_Loewe=-9.28, Synergy_HSA=8.25. (6) Drug 1: CC1=C(C=C(C=C1)NC2=NC=CC(=N2)N(C)C3=CC4=NN(C(=C4C=C3)C)C)S(=O)(=O)N.Cl. Drug 2: CC(C)CN1C=NC2=C1C3=CC=CC=C3N=C2N. Cell line: SK-MEL-5. Synergy scores: CSS=-4.41, Synergy_ZIP=2.06, Synergy_Bliss=-3.23, Synergy_Loewe=-6.84, Synergy_HSA=-6.49. (7) Drug 1: CN1CCC(CC1)COC2=C(C=C3C(=C2)N=CN=C3NC4=C(C=C(C=C4)Br)F)OC. Drug 2: C1C(C(OC1N2C=NC(=NC2=O)N)CO)O. Cell line: SNB-75. Synergy scores: CSS=7.73, Synergy_ZIP=-0.679, Synergy_Bliss=1.45, Synergy_Loewe=-7.00, Synergy_HSA=-2.74. (8) Drug 1: C1=CN(C(=O)N=C1N)C2C(C(C(O2)CO)O)O.Cl. Drug 2: B(C(CC(C)C)NC(=O)C(CC1=CC=CC=C1)NC(=O)C2=NC=CN=C2)(O)O. Cell line: KM12. Synergy scores: CSS=51.5, Synergy_ZIP=-2.87, Synergy_Bliss=-2.34, Synergy_Loewe=-5.03, Synergy_HSA=-2.02.